Predict which catalyst facilitates the given reaction. From a dataset of Catalyst prediction with 721,799 reactions and 888 catalyst types from USPTO. (1) Reactant: [C:1]([N:8]1[CH2:13][CH2:12][C:11](=O)[CH2:10][CH2:9]1)([O:3][C:4]([CH3:7])([CH3:6])[CH3:5])=[O:2].C([N-:18]C(C)C)(C)C.[Li+].[C:23]([O:28][CH2:29][CH2:30]Br)(=[O:27])[C:24]([CH3:26])=O. Product: [NH:18]1[C:11]2[CH2:12][CH2:13][N:8]([C:1]([O:3][C:4]([CH3:7])([CH3:6])[CH3:5])=[O:2])[CH2:9][C:10]=2[CH:26]=[C:24]1[C:23]([O:28][CH2:29][CH3:30])=[O:27]. The catalyst class is: 1. (2) The catalyst class is: 13. Reactant: [Cl-].O[NH3+:3].[C:4](=[O:7])([O-])[OH:5].[Na+].CS(C)=O.[CH2:13]([N:20]1[C:25](=[O:26])[C:24]([CH2:27][C:28]2[CH:33]=[CH:32][C:31]([C:34]3[C:35]([C:40]#[N:41])=[CH:36][CH:37]=[CH:38][CH:39]=3)=[CH:30][CH:29]=2)=[C:23]([CH2:42][CH2:43][CH2:44][CH3:45])[N:22]=[C:21]1[CH3:46])[C:14]1[CH:19]=[CH:18][CH:17]=[CH:16][CH:15]=1. Product: [CH2:13]([N:20]1[C:25](=[O:26])[C:24]([CH2:27][C:28]2[CH:33]=[CH:32][C:31]([C:34]3[CH:39]=[CH:38][CH:37]=[CH:36][C:35]=3[C:40]3[NH:3][C:4](=[O:7])[O:5][N:41]=3)=[CH:30][CH:29]=2)=[C:23]([CH2:42][CH2:43][CH2:44][CH3:45])[N:22]=[C:21]1[CH3:46])[C:14]1[CH:15]=[CH:16][CH:17]=[CH:18][CH:19]=1.